This data is from Forward reaction prediction with 1.9M reactions from USPTO patents (1976-2016). The task is: Predict the product of the given reaction. Given the reactants Br[C:2]1[CH:3]=[C:4]2[N:10]([CH2:11][O:12][CH2:13][CH2:14][Si:15]([CH3:18])([CH3:17])[CH3:16])[C:9]([CH3:19])=[N:8][C:5]2=[N:6][CH:7]=1.[CH3:20][C:21]1([CH3:45])[CH2:30][CH2:29][C:28]2[N:27]=[CH:26][N:25]=[C:24]([N:31]3[CH2:37][C:36]4[CH:38]=[C:39](B(O)O)[CH:40]=[CH:41][C:35]=4[O:34][CH2:33][CH2:32]3)[C:23]=2[CH2:22]1.C(N(CC)C(C)C)(C)C.O, predict the reaction product. The product is: [CH3:20][C:21]1([CH3:45])[CH2:30][CH2:29][C:28]2[N:27]=[CH:26][N:25]=[C:24]([N:31]3[CH2:37][C:36]4[CH:38]=[C:39]([C:2]5[CH:3]=[C:4]6[N:10]([CH2:11][O:12][CH2:13][CH2:14][Si:15]([CH3:18])([CH3:17])[CH3:16])[C:9]([CH3:19])=[N:8][C:5]6=[N:6][CH:7]=5)[CH:40]=[CH:41][C:35]=4[O:34][CH2:33][CH2:32]3)[C:23]=2[CH2:22]1.